Dataset: Reaction yield outcomes from USPTO patents with 853,638 reactions. Task: Predict the reaction yield, written as a fraction of the theoretical maximum amount of product (1.0 means a 100% yield; for example, 0.34 means a 34% yield). (1) The reactants are [Cl:1][C:2]1[CH:9]=[CH:8][C:5]([CH:6]=O)=[CH:4][C:3]=1[O:10][CH3:11].[Cl:12][C:13]1[C:14]([C:30]([F:33])([F:32])[F:31])=[N:15][N:16]([CH2:19][C:20]([N:22]2[CH2:29][CH:28]3[CH:24]([CH2:25][NH:26][CH2:27]3)[CH2:23]2)=[O:21])[C:17]=1[CH3:18].C(O[BH-](OC(=O)C)OC(=O)C)(=O)C.[Na+].[Cl-].[NH4+]. The catalyst is C1COCC1.CCOC(C)=O. The product is [Cl:1][C:2]1[CH:9]=[CH:8][C:5]([CH2:6][N:26]2[CH2:25][CH:24]3[CH2:23][N:22]([C:20](=[O:21])[CH2:19][N:16]4[C:17]([CH3:18])=[C:13]([Cl:12])[C:14]([C:30]([F:33])([F:31])[F:32])=[N:15]4)[CH2:29][CH:28]3[CH2:27]2)=[CH:4][C:3]=1[O:10][CH3:11]. The yield is 0.950. (2) The reactants are Br[C:2]1[CH:3]=[C:4]2[C:8](=[CH:9][CH:10]=1)[N:7]([CH2:11][O:12][CH2:13][CH2:14][Si:15]([CH3:18])([CH3:17])[CH3:16])[N:6]=[C:5]2[CH:19]=[O:20].[B:21]1([B:21]2[O:25][C:24]([CH3:27])([CH3:26])[C:23]([CH3:29])([CH3:28])[O:22]2)[O:25][C:24]([CH3:27])([CH3:26])[C:23]([CH3:29])([CH3:28])[O:22]1.CC([O-])=O.[K+]. The catalyst is CN(C=O)C.C1C=CC(P(C2C=CC=CC=2)[C-]2C=CC=C2)=CC=1.C1C=CC(P(C2C=CC=CC=2)[C-]2C=CC=C2)=CC=1.Cl[Pd]Cl.[Fe+2]. The product is [CH3:28][C:23]1([CH3:29])[C:24]([CH3:27])([CH3:26])[O:25][B:21]([C:2]2[CH:3]=[C:4]3[C:8](=[CH:9][CH:10]=2)[N:7]([CH2:11][O:12][CH2:13][CH2:14][Si:15]([CH3:18])([CH3:17])[CH3:16])[N:6]=[C:5]3[CH:19]=[O:20])[O:22]1. The yield is 0.710.